Task: Regression. Given two drug SMILES strings and cell line genomic features, predict the synergy score measuring deviation from expected non-interaction effect.. Dataset: NCI-60 drug combinations with 297,098 pairs across 59 cell lines (1) Drug 2: CN(CCCl)CCCl.Cl. Cell line: SF-539. Drug 1: CCN(CC)CCNC(=O)C1=C(NC(=C1C)C=C2C3=C(C=CC(=C3)F)NC2=O)C. Synergy scores: CSS=29.7, Synergy_ZIP=-7.25, Synergy_Bliss=-4.06, Synergy_Loewe=3.85, Synergy_HSA=1.29. (2) Drug 1: CN(C)C1=NC(=NC(=N1)N(C)C)N(C)C. Drug 2: C1CN(CCN1C(=O)CCBr)C(=O)CCBr. Cell line: ACHN. Synergy scores: CSS=13.6, Synergy_ZIP=3.43, Synergy_Bliss=3.78, Synergy_Loewe=-18.3, Synergy_HSA=-3.08. (3) Drug 1: CC(C1=C(C=CC(=C1Cl)F)Cl)OC2=C(N=CC(=C2)C3=CN(N=C3)C4CCNCC4)N. Drug 2: CN1C(=O)N2C=NC(=C2N=N1)C(=O)N. Cell line: HCT116. Synergy scores: CSS=18.8, Synergy_ZIP=-4.71, Synergy_Bliss=-1.74, Synergy_Loewe=-19.2, Synergy_HSA=-3.66. (4) Drug 1: CC1CCC2CC(C(=CC=CC=CC(CC(C(=O)C(C(C(=CC(C(=O)CC(OC(=O)C3CCCCN3C(=O)C(=O)C1(O2)O)C(C)CC4CCC(C(C4)OC)OCCO)C)C)O)OC)C)C)C)OC. Drug 2: C(CCl)NC(=O)N(CCCl)N=O. Cell line: U251. Synergy scores: CSS=1.17, Synergy_ZIP=2.99, Synergy_Bliss=9.72, Synergy_Loewe=-1.80, Synergy_HSA=1.49. (5) Drug 1: C1=C(C(=O)NC(=O)N1)N(CCCl)CCCl. Drug 2: CC(C)NC(=O)C1=CC=C(C=C1)CNNC.Cl. Cell line: COLO 205. Synergy scores: CSS=38.6, Synergy_ZIP=0.967, Synergy_Bliss=-1.70, Synergy_Loewe=-14.0, Synergy_HSA=-4.48. (6) Drug 1: C1CC(C1)(C(=O)O)C(=O)O.[NH2-].[NH2-].[Pt+2]. Drug 2: C1=NC2=C(N=C(N=C2N1C3C(C(C(O3)CO)O)F)Cl)N. Cell line: OVCAR-4. Synergy scores: CSS=-1.96, Synergy_ZIP=0.104, Synergy_Bliss=-0.357, Synergy_Loewe=-3.36, Synergy_HSA=-2.77. (7) Drug 1: CCC1(CC2CC(C3=C(CCN(C2)C1)C4=CC=CC=C4N3)(C5=C(C=C6C(=C5)C78CCN9C7C(C=CC9)(C(C(C8N6C)(C(=O)OC)O)OC(=O)C)CC)OC)C(=O)OC)O.OS(=O)(=O)O. Drug 2: CC1C(C(CC(O1)OC2CC(CC3=C2C(=C4C(=C3O)C(=O)C5=CC=CC=C5C4=O)O)(C(=O)C)O)N)O. Cell line: TK-10. Synergy scores: CSS=30.7, Synergy_ZIP=-5.71, Synergy_Bliss=-4.89, Synergy_Loewe=-5.94, Synergy_HSA=-4.12. (8) Drug 1: C1=CC(=CC=C1CC(C(=O)O)N)N(CCCl)CCCl.Cl. Drug 2: CCN(CC)CCCC(C)NC1=C2C=C(C=CC2=NC3=C1C=CC(=C3)Cl)OC. Cell line: K-562. Synergy scores: CSS=56.2, Synergy_ZIP=4.07, Synergy_Bliss=7.36, Synergy_Loewe=5.58, Synergy_HSA=5.30.